This data is from Catalyst prediction with 721,799 reactions and 888 catalyst types from USPTO. The task is: Predict which catalyst facilitates the given reaction. (1) Reactant: [Cl:1][C:2]1[CH:7]=[CH:6][C:5]([C:8]2[S:9][C:10]([CH:15]=[CH2:16])=[C:11]([CH2:13][OH:14])[N:12]=2)=[CH:4][CH:3]=1. Product: [Cl:1][C:2]1[CH:3]=[CH:4][C:5]([C:8]2[S:9][C:10]([CH2:15][CH3:16])=[C:11]([CH2:13][OH:14])[N:12]=2)=[CH:6][CH:7]=1. The catalyst class is: 14. (2) Reactant: O.[OH-].[Li+].C[O:5][C:6]([C:8]1[CH:13]=[N:12][C:11]([O:14][CH2:15][C:16]2[N:17]([C:22]3[CH:27]=[CH:26][C:25]([F:28])=[CH:24][CH:23]=3)[N:18]=[N:19][C:20]=2[CH3:21])=[CH:10][N:9]=1)=[O:7]. Product: [F:28][C:25]1[CH:24]=[CH:23][C:22]([N:17]2[C:16]([CH2:15][O:14][C:11]3[N:12]=[CH:13][C:8]([C:6]([OH:7])=[O:5])=[N:9][CH:10]=3)=[C:20]([CH3:21])[N:19]=[N:18]2)=[CH:27][CH:26]=1. The catalyst class is: 90. (3) Reactant: C(OCC)C.[CH3:6][S:7][C:8]([N:10]1[CH2:15][C:14]([CH:19]([CH3:21])[CH3:20])([CH:16]([CH3:18])[CH3:17])[CH2:13][S:12][C:11]1=[N:22][C:23]1[C:32]2[C:27](=[CH:28][CH:29]=[CH:30][CH:31]=2)[C:26]([N:33]([CH3:35])[CH3:34])=[CH:25][CH:24]=1)=[S:9].[ClH:36]. Product: [ClH:36].[CH3:6][S:7][C:8]([N:10]1[CH2:15][C:14]([CH:19]([CH3:21])[CH3:20])([CH:16]([CH3:17])[CH3:18])[CH2:13][S:12][C:11]1=[N:22][C:23]1[C:32]2[C:27](=[CH:28][CH:29]=[CH:30][CH:31]=2)[C:26]([N:33]([CH3:35])[CH3:34])=[CH:25][CH:24]=1)=[S:9]. The catalyst class is: 12. (4) Reactant: [NH2:1][C:2]1[CH:3]=[C:4]2[C:8](=[CH:9][C:10]=1[N+:11]([O-:13])=[O:12])[NH:7][C:6](=[O:14])[C:5]2([CH3:16])[CH3:15].N1C=CC=CC=1.[CH3:23][O:24][C:25]1[CH:33]=[CH:32][C:28]([C:29](Cl)=[O:30])=[CH:27][CH:26]=1.C(Cl)(Cl)Cl. Product: [CH3:15][C:5]1([CH3:16])[C:4]2[C:8](=[CH:9][C:10]([N+:11]([O-:13])=[O:12])=[C:2]([NH:1][C:29](=[O:30])[C:28]3[CH:32]=[CH:33][C:25]([O:24][CH3:23])=[CH:26][CH:27]=3)[CH:3]=2)[NH:7][C:6]1=[O:14]. The catalyst class is: 2. (5) Product: [F:1][CH:2]1[C:7]([C:8]2[C:16]3[C:11](=[CH:12][CH:13]=[C:14]([N+:17]([O-:19])=[O:18])[CH:15]=3)[NH:10][CH:9]=2)=[CH:6][CH2:5][N:4]([CH3:22])[CH2:3]1. Reactant: [F:1][CH:2]1[C:7]([C:8]2[C:16]3[C:11](=[CH:12][CH:13]=[C:14]([N+:17]([O-:19])=[O:18])[CH:15]=3)[NH:10][CH:9]=2)=[CH:6][CH2:5][NH:4][CH2:3]1.C=O.[CH3:22]C(O)=O.[BH3-]C#N.[Na+].[OH-].[Na+]. The catalyst class is: 5. (6) Product: [CH3:15][N:17]1[CH2:22][CH2:21][CH2:20][C:19]([NH2:29])([C:23]2[CH:28]=[CH:27][CH:26]=[CH:25][CH:24]=2)[CH2:18]1. The catalyst class is: 1. Reactant: [H-].[H-].[H-].[H-].[Li+].[Al+3].C(O[C:15]([N:17]1[CH2:22][CH2:21][CH2:20][C:19]([N:29]=[N+]=[N-])([C:23]2[CH:28]=[CH:27][CH:26]=[CH:25][CH:24]=2)[CH2:18]1)=O)C1C=CC=CC=1. (7) Reactant: [Cl:1][C:2]1[CH:7]=[CH:6][CH:5]=[CH:4][C:3]=1[N:8]1[CH:12]([C:13]2[CH:14]=[N:15][C:16]([C:19]3[CH2:20][CH2:21][N:22](C(OC(C)(C)C)=O)[CH2:23][CH:24]=3)=[CH:17][CH:18]=2)[CH2:11][C:10]([C:32]([C:38]([F:41])([F:40])[F:39])([C:34]([F:37])([F:36])[F:35])[OH:33])=[N:9]1.Cl. Product: [ClH:1].[Cl:1][C:2]1[CH:7]=[CH:6][CH:5]=[CH:4][C:3]=1[N:8]1[CH:12]([C:13]2[CH:14]=[N:15][C:16]([C:19]3[CH2:20][CH2:21][NH:22][CH2:23][CH:24]=3)=[CH:17][CH:18]=2)[CH2:11][C:10]([C:32]([C:34]([F:36])([F:35])[F:37])([C:38]([F:41])([F:39])[F:40])[OH:33])=[N:9]1. The catalyst class is: 13.